This data is from Forward reaction prediction with 1.9M reactions from USPTO patents (1976-2016). The task is: Predict the product of the given reaction. (1) Given the reactants [CH3:1][S:2](Cl)(=O)=O.O[CH2:7][CH:8]1[CH2:11][N:10]([C:12]([O:14][C:15]([CH3:18])([CH3:17])[CH3:16])=[O:13])[CH2:9]1.CCN(C(C)C)C(C)C.C[S-].[Na+].CS(OCC1CN(C(OC(C)(C)C)=O)C1)(=O)=O, predict the reaction product. The product is: [CH3:1][S:2][CH2:7][CH:8]1[CH2:11][N:10]([C:12]([O:14][C:15]([CH3:18])([CH3:17])[CH3:16])=[O:13])[CH2:9]1. (2) Given the reactants [F:1][C:2]1[CH:3]=[C:4]([CH:7]=[C:8]([C@H:10]2[CH2:12][O:11]2)[CH:9]=1)[C:5]#[N:6].[Si:13]([O:20][C@H:21]1[CH2:25][CH2:24][NH:23][CH2:22]1)([C:16]([CH3:19])([CH3:18])[CH3:17])([CH3:15])[CH3:14], predict the reaction product. The product is: [Si:13]([O:20][C@H:21]1[CH2:25][CH2:24][N:23]([CH2:12][C@H:10]([C:8]2[CH:7]=[C:4]([CH:3]=[C:2]([F:1])[CH:9]=2)[C:5]#[N:6])[OH:11])[CH2:22]1)([C:16]([CH3:19])([CH3:18])[CH3:17])([CH3:15])[CH3:14]. (3) Given the reactants [CH2:1]([CH2:3][NH2:4])[OH:2].[O:5]1[CH2:10][CH2:9][CH:8]([O:11][C:12](=[O:42])[NH:13][CH2:14][C@H:15]2[CH2:20][CH2:19][C@H:18]([CH2:21][NH:22][C:23]([C:25]3[C:34]4[C:29](=[CH:30][CH:31]=[CH:32][CH:33]=4)[N:28]=[C:27]([C:35]4[CH:36]=[N:37][C:38](F)=[CH:39][CH:40]=4)[CH:26]=3)=[O:24])[CH2:17][CH2:16]2)[CH2:7][CH2:6]1, predict the reaction product. The product is: [OH:2][CH2:1][CH2:3][NH:4][C:38]1[N:37]=[CH:36][C:35]([C:27]2[CH:26]=[C:25]([C:23]([NH:22][CH2:21][C@H:18]3[CH2:17][CH2:16][C@H:15]([CH2:14][NH:13][C:12](=[O:42])[O:11][CH:8]4[CH2:7][CH2:6][O:5][CH2:10][CH2:9]4)[CH2:20][CH2:19]3)=[O:24])[C:34]3[C:29](=[CH:30][CH:31]=[CH:32][CH:33]=3)[N:28]=2)=[CH:40][CH:39]=1. (4) Given the reactants [Cl:1][C:2]1[N:3]=[C:4]([Cl:12])[C:5]2[C:10]([I:11])=[CH:9][NH:8][C:6]=2[N:7]=1.[CH3:13][Si:14]([CH2:17][CH2:18][O:19][CH2:20]Cl)([CH3:16])[CH3:15].[H-].[Na+].[NH4+].[Cl-], predict the reaction product. The product is: [Cl:1][C:2]1[N:3]=[C:4]([Cl:12])[C:5]2[C:10]([I:11])=[CH:9][N:8]([CH2:20][O:19][CH2:18][CH2:17][Si:14]([CH3:16])([CH3:15])[CH3:13])[C:6]=2[N:7]=1. (5) Given the reactants [C:1](O)(C(F)(F)F)=O.[C:8]([C:10]1[CH:15]=[CH:14][C:13]([C:16]2[CH:21]=[CH:20][C:19]([C@H:22]3[C@H:27]([NH:28][S:29]([CH:32]([CH3:34])[CH3:33])(=[O:31])=[O:30])[CH2:26][CH2:25][NH:24][CH2:23]3)=[CH:18][CH:17]=2)=[CH:12][CH:11]=1)#[N:9].C=O.CCN(C(C)C)C(C)C.[BH-](OC(C)=O)(OC(C)=O)OC(C)=O.[Na+], predict the reaction product. The product is: [C:8]([C:10]1[CH:15]=[CH:14][C:13]([C:16]2[CH:17]=[CH:18][C:19]([C@H:22]3[C@H:27]([NH:28][S:29]([CH:32]([CH3:34])[CH3:33])(=[O:31])=[O:30])[CH2:26][CH2:25][N:24]([CH3:1])[CH2:23]3)=[CH:20][CH:21]=2)=[CH:12][CH:11]=1)#[N:9]. (6) Given the reactants O.C1(C)C=CC(C([C@](C(O)=O)(O)[C@](C(C2C=CC(C)=CC=2)=O)(O)C(O)=O)=O)=CC=1.[CH2:30]([N:33]1[C:37]([CH2:38][S@@:39]([C:41]2[CH:47]=[CH:46][C:44]([NH2:45])=[CH:43][CH:42]=2)=[O:40])=[CH:36][N:35]=[CH:34]1)[CH2:31][CH3:32].Cl, predict the reaction product. The product is: [CH2:30]([N:33]1[C:37]([CH2:38][S@@:39]([C:41]2[CH:42]=[CH:43][C:44]([NH2:45])=[CH:46][CH:47]=2)=[O:40])=[CH:36][N:35]=[CH:34]1)[CH2:31][CH3:32].